Dataset: Full USPTO retrosynthesis dataset with 1.9M reactions from patents (1976-2016). Task: Predict the reactants needed to synthesize the given product. (1) Given the product [Cl:58][CH2:18][C@@H:14]1[CH2:15][CH2:16][CH2:17][N:13]1[C@H:10]1[CH2:11][CH2:12][C@@H:7]([CH2:6][C:5]2[CH:20]=[CH:21][C:2]([F:1])=[CH:3][CH:4]=2)[CH2:8][CH2:9]1, predict the reactants needed to synthesize it. The reactants are: [F:1][C:2]1[CH:21]=[CH:20][C:5]([CH2:6][C@@H:7]2[CH2:12][CH2:11][C@H:10]([N:13]3[CH2:17][CH2:16][CH2:15][C@H:14]3[CH2:18]O)[CH2:9][CH2:8]2)=[CH:4][CH:3]=1.FC1C=CC(C[C@H]2CC[C@H](N3CCC[C@H]3CO)CC2)=CC=1.N1C=CC=CC=1.C1(C)C=CC(S([Cl:58])(=O)=O)=CC=1. (2) Given the product [C:27]([O:31][C:32](=[O:38])[NH:33][CH2:34][CH2:35][CH2:36][NH:37][C:5]1[N:10]=[C:9]([C:11]2[N:15]3[CH:16]=[CH:17][CH:18]=[CH:19][C:14]3=[N:13][C:12]=2[C:20]2[CH:25]=[CH:24][CH:23]=[C:22]([CH3:26])[N:21]=2)[CH:8]=[CH:7][N:6]=1)([CH3:30])([CH3:28])[CH3:29], predict the reactants needed to synthesize it. The reactants are: CS([C:5]1[N:10]=[C:9]([C:11]2[N:15]3[CH:16]=[CH:17][CH:18]=[CH:19][C:14]3=[N:13][C:12]=2[C:20]2[CH:25]=[CH:24][CH:23]=[C:22]([CH3:26])[N:21]=2)[CH:8]=[CH:7][N:6]=1)(=O)=O.[C:27]([O:31][C:32](=[O:38])[NH:33][CH2:34][CH2:35][CH2:36][NH2:37])([CH3:30])([CH3:29])[CH3:28].